From a dataset of Reaction yield outcomes from USPTO patents with 853,638 reactions. Predict the reaction yield, written as a fraction of the theoretical maximum amount of product (1.0 means a 100% yield; for example, 0.34 means a 34% yield). (1) The reactants are C(OC([NH:8][C:9]1[C:13]2=[N:14][CH:15]=[C:16]([CH2:18][O:19][CH3:20])[CH:17]=[C:12]2[S:11][C:10]=1[C:21]([O:23][CH3:24])=[O:22])=O)(C)(C)C.C(O)(C(F)(F)F)=O.C(Cl)Cl. No catalyst specified. The product is [NH2:8][C:9]1[C:13]2=[N:14][CH:15]=[C:16]([CH2:18][O:19][CH3:20])[CH:17]=[C:12]2[S:11][C:10]=1[C:21]([O:23][CH3:24])=[O:22]. The yield is 0.953. (2) The reactants are [Cl:1][C:2]1[N:7]=[C:6]([C:8]2[S:12][C:11]([C:13]([NH:16][C:17]([O:19][C:20]([CH3:23])([CH3:22])[CH3:21])=[O:18])([CH3:15])[CH3:14])=[N:10][C:9]=2[C:24]2[C:25]([F:37])=[C:26]([NH:30]C(=O)OCC=C)[CH:27]=[CH:28][CH:29]=2)[CH:5]=[CH:4][N:3]=1.C([SnH](CCCC)CCCC)CCC.O. The catalyst is ClCCl.C1C=CC([P]([Pd]([P](C2C=CC=CC=2)(C2C=CC=CC=2)C2C=CC=CC=2)([P](C2C=CC=CC=2)(C2C=CC=CC=2)C2C=CC=CC=2)[P](C2C=CC=CC=2)(C2C=CC=CC=2)C2C=CC=CC=2)(C2C=CC=CC=2)C2C=CC=CC=2)=CC=1. The product is [NH2:30][C:26]1[C:25]([F:37])=[C:24]([C:9]2[N:10]=[C:11]([C:13]([NH:16][C:17](=[O:18])[O:19][C:20]([CH3:23])([CH3:22])[CH3:21])([CH3:15])[CH3:14])[S:12][C:8]=2[C:6]2[CH:5]=[CH:4][N:3]=[C:2]([Cl:1])[N:7]=2)[CH:29]=[CH:28][CH:27]=1. The yield is 0.740. (3) The reactants are [I:1][C:2]1[CH:11]=[N:10][C:5]2[NH:6][CH2:7][CH2:8][NH:9][C:4]=2[CH:3]=1.[F:12][C:13]1[CH:18]=[CH:17][C:16]([F:19])=[CH:15][C:14]=1[CH2:20][C:21](Cl)=[O:22]. No catalyst specified. The product is [F:12][C:13]1[CH:18]=[CH:17][C:16]([F:19])=[CH:15][C:14]=1[CH2:20][C:21]([N:9]1[CH2:8][CH2:7][NH:6][C:5]2[N:10]=[CH:11][C:2]([I:1])=[CH:3][C:4]1=2)=[O:22]. The yield is 0.140. (4) The reactants are C(NC(C)C)(C)C.[Li]CCCC.[Br:13][C:14]1[CH:19]=[CH:18][C:17]([F:20])=[C:16]([F:21])[C:15]=1[F:22].[C:23](=[O:25])=[O:24]. The catalyst is C1COCC1. The product is [Br:13][C:14]1[C:15]([F:22])=[C:16]([F:21])[C:17]([F:20])=[C:18]([CH:19]=1)[C:23]([OH:25])=[O:24]. The yield is 0.945.